This data is from Peptide-MHC class I binding affinity with 185,985 pairs from IEDB/IMGT. The task is: Regression. Given a peptide amino acid sequence and an MHC pseudo amino acid sequence, predict their binding affinity value. This is MHC class I binding data. (1) The peptide sequence is YSFKLILAEY. The MHC is HLA-A03:01 with pseudo-sequence HLA-A03:01. The binding affinity (normalized) is 0.167. (2) The peptide sequence is EEDAAVDDL. The MHC is HLA-B08:03 with pseudo-sequence HLA-B08:03. The binding affinity (normalized) is 0.0847. (3) The peptide sequence is DYVPTNKWV. The MHC is HLA-B15:01 with pseudo-sequence HLA-B15:01. The binding affinity (normalized) is 0.0847. (4) The peptide sequence is LAKRFSKGL. The MHC is HLA-B08:02 with pseudo-sequence HLA-B08:02. The binding affinity (normalized) is 0.0847.